This data is from Reaction yield outcomes from USPTO patents with 853,638 reactions. The task is: Predict the reaction yield, written as a fraction of the theoretical maximum amount of product (1.0 means a 100% yield; for example, 0.34 means a 34% yield). (1) The reactants are [C:1]([C:3]1[CH:4]=[N:5][N:6]2[C:11](=[O:12])[C:10]([CH2:13][CH3:14])=[C:9]([C:15]([OH:17])=O)[NH:8][C:7]=12)#[N:2].C(N(CC)CC)C.ClC(OCC(C)C)=O.Cl.[NH2:34][CH2:35][C:36]([C:38]1[CH:43]=[CH:42][CH:41]=[CH:40][CH:39]=1)=[O:37]. The catalyst is C1COCC1. The product is [C:1]([C:3]1[CH:4]=[N:5][N:6]2[C:11](=[O:12])[C:10]([CH2:13][CH3:14])=[C:9]([C:15]([NH:34][CH2:35][C:36](=[O:37])[C:38]3[CH:43]=[CH:42][CH:41]=[CH:40][CH:39]=3)=[O:17])[NH:8][C:7]=12)#[N:2]. The yield is 0.359. (2) The reactants are [OH:1][C:2]1[CH:3]=[C:4]([CH:10]2[CH2:14][NH:13][C:12](=[O:15])[CH2:11]2)[CH:5]=[CH:6][C:7]=1[O:8][CH3:9].[C:16]1([CH2:22][CH2:23][CH2:24]Br)[CH:21]=[CH:20][CH:19]=[CH:18][CH:17]=1.C(=O)([O-])[O-].[K+].[K+]. The catalyst is CN(C)C=O. The product is [C:16]1([CH2:22][CH2:23][CH2:24][O:1][C:2]2[CH:3]=[C:4]([CH:10]3[CH2:14][NH:13][C:12](=[O:15])[CH2:11]3)[CH:5]=[CH:6][C:7]=2[O:8][CH3:9])[CH:21]=[CH:20][CH:19]=[CH:18][CH:17]=1. The yield is 0.720. (3) The reactants are [NH2:1][C:2]1[CH:3]=[CH:4][C:5]([NH:24][C:25]([O:27][C:28]([CH3:31])([CH3:30])[CH3:29])=[O:26])=[C:6]([CH2:8][CH2:9][C:10]2[CH:11]=[C:12]([NH:16][C:17](=[O:23])[O:18][C:19]([CH3:22])([CH3:21])[CH3:20])[CH:13]=[N:14][CH:15]=2)[CH:7]=1.[Cl:32][C:33]1[N:38]=[C:37](Cl)[C:36]([Cl:40])=[CH:35][N:34]=1. No catalyst specified. The product is [C:28]([O:27][C:25]([NH:24][C:5]1[CH:4]=[CH:3][C:2]([NH:1][C:35]2[C:36]([Cl:40])=[CH:37][N:38]=[C:33]([Cl:32])[N:34]=2)=[CH:7][C:6]=1[CH2:8][CH2:9][C:10]1[CH:11]=[C:12]([NH:16][C:17](=[O:23])[O:18][C:19]([CH3:22])([CH3:21])[CH3:20])[CH:13]=[N:14][CH:15]=1)=[O:26])([CH3:31])([CH3:30])[CH3:29]. The yield is 0.430. (4) The reactants are [P:1](Cl)(Cl)([O:3][C:4]1[CH:9]=[CH:8][CH:7]=[CH:6][CH:5]=1)=[O:2].[F:12][C:13]1[C:18]([OH:19])=[C:17]([F:20])[C:16]([F:21])=[C:15]([F:22])[C:14]=1[F:23].CCN(CC)CC.[ClH:31].[NH2:32][C@H:33]([CH3:41])[C:34]([O:36][C@H:37]([CH2:39][CH3:40])[CH3:38])=[O:35]. The catalyst is C(Cl)Cl. The product is [Cl:31][C:7]1[CH:8]=[CH:9][C:4]([O:3][P:1]([NH:32][C@@H:33]([CH3:41])[C:34]([O:36][C@@H:37]([CH2:39][CH3:40])[CH3:38])=[O:35])([O:19][C:18]2[C:13]([F:12])=[C:14]([F:23])[C:15]([F:22])=[C:16]([F:21])[C:17]=2[F:20])=[O:2])=[CH:5][CH:6]=1. The yield is 0.470. (5) The reactants are [NH:1]1[CH2:5][CH2:4][CH2:3][C@H:2]1[C:6]1[NH:7][C:8]([C:11]2[CH:12]=[C:13]3[CH2:26][O:25][C:24]4[C:15]5=[C:16]([CH:21]=[C:22]([C:27]6[NH:31][C:30]([C@@H:32]7[CH2:36][CH2:35][CH2:34][NH:33]7)=[N:29][CH:28]=6)[CH:23]=4)[CH2:17][O:18][C:19]([CH:20]=2)=[C:14]35)=[CH:9][N:10]=1.[CH3:37][O:38][C:39]([NH:41][C@@H:42]([CH:46]([CH3:48])[CH3:47])[C:43](O)=[O:44])=[O:40].CN(C(ON1N=NC2C=CC=NC1=2)=[N+](C)C)C.F[P-](F)(F)(F)(F)F.CN1CCOCC1. The catalyst is CN(C)C=O. The product is [CH3:47][CH:46]([CH3:48])[C@H:42]([NH:41][C:39](=[O:40])[O:38][CH3:37])[C:43](=[O:44])[N:33]1[CH2:34][CH2:35][CH2:36][C@H:32]1[C:30]1[NH:31][C:27]([C:22]2[CH:21]=[C:16]3[CH2:17][O:18][C:19]4[C:14]5=[C:13]([CH:12]=[C:11]([C:8]6[NH:7][C:6]([C@@H:2]7[CH2:3][CH2:4][CH2:5][NH:1]7)=[N:10][CH:9]=6)[CH:20]=4)[CH2:26][O:25][C:24]([CH:23]=2)=[C:15]35)=[CH:28][N:29]=1. The yield is 0.120. (6) The reactants are [O:1]1[CH2:3][C@H:2]1[CH2:4][N:5]1[C:13](=[O:14])[C:12]2[C:7](=[CH:8][CH:9]=[CH:10][CH:11]=2)[C:6]1=[O:15].[Cl:16][C:17]1[CH:22]=[C:21]([F:23])[CH:20]=[CH:19][C:18]=1[S:24]([NH2:27])(=[O:26])=[O:25].N1C=CC=CC=1. The catalyst is C(O)(C)C. The product is [Cl:16][C:17]1[CH:22]=[C:21]([F:23])[CH:20]=[CH:19][C:18]=1[S:24]([NH:27][CH2:3][C@H:2]([OH:1])[CH2:4][N:5]1[C:13](=[O:14])[C:12]2[C:7](=[CH:8][CH:9]=[CH:10][CH:11]=2)[C:6]1=[O:15])(=[O:25])=[O:26]. The yield is 0.550. (7) The reactants are [Cl:1][C:2]1[CH:9]=[CH:8][C:5]([C:6]#[N:7])=[C:4](F)[CH:3]=1.[OH:11][C:12]1[C:21]2[C:16](=[CH:17][CH:18]=[CH:19][CH:20]=2)[C:15]([CH:22]=[O:23])=[CH:14][CH:13]=1.C(=O)([O-])[O-].[Cs+].[Cs+].O. The catalyst is CN(C=O)C. The product is [Cl:1][C:2]1[CH:9]=[CH:8][C:5]([C:6]#[N:7])=[C:4]([O:11][C:12]2[C:21]3[C:16](=[CH:17][CH:18]=[CH:19][CH:20]=3)[C:15]([CH:22]=[O:23])=[CH:14][CH:13]=2)[CH:3]=1. The yield is 0.560. (8) The reactants are [CH3:1][O:2][C:3]1[CH:4]=[CH:5][C:6]2[NH:7][C:8]3[C:13]([C:14]=2[CH:15]=1)=[CH:12][C:11]([N+:16]([O-])=O)=[CH:10][CH:9]=3. The catalyst is CO.[Pd]. The product is [CH3:1][O:2][C:3]1[CH:15]=[C:14]2[C:6](=[CH:5][CH:4]=1)[NH:7][C:8]1[CH:9]=[CH:10][C:11]([NH2:16])=[CH:12][C:13]2=1. The yield is 0.920.